Predict the product of the given reaction. From a dataset of Forward reaction prediction with 1.9M reactions from USPTO patents (1976-2016). (1) Given the reactants [C:1]([O:5][C:6]([N:8]1[CH2:17][CH2:16][C:15]2[C:10](=[CH:11][CH:12]=[C:13]([OH:18])[CH:14]=2)[CH2:9]1)=[O:7])([CH3:4])([CH3:3])[CH3:2].C(=O)([O-])[O-].[Cs+].[Cs+].[C:25]([CH:29]1[CH2:34][CH2:33][CH:32](OS(C)(=O)=O)[CH2:31][CH2:30]1)([CH3:28])([CH3:27])[CH3:26].CC(=O)CC, predict the reaction product. The product is: [C:1]([O:5][C:6]([N:8]1[CH2:17][CH2:16][C:15]2[C:10](=[CH:11][CH:12]=[C:13]([O:18][CH:32]3[CH2:33][CH2:34][CH:29]([C:25]([CH3:28])([CH3:27])[CH3:26])[CH2:30][CH2:31]3)[CH:14]=2)[CH2:9]1)=[O:7])([CH3:4])([CH3:2])[CH3:3]. (2) Given the reactants Cl[SiH:2]1[N:6]([C:7]([CH3:14])([CH3:13])[CH2:8][C:9]([CH3:12])([CH3:11])[CH3:10])[CH:5]=[CH:4][N:3]1[C:15]([CH3:22])([CH3:21])[CH2:16][C:17]([CH3:20])([CH3:19])[CH3:18].[O-:23][C:24]#[N:25].[Na+], predict the reaction product. The product is: [N:25]([SiH:2]1[N:6]([C:7]([CH3:14])([CH3:13])[CH2:8][C:9]([CH3:12])([CH3:11])[CH3:10])[CH:5]=[CH:4][N:3]1[C:15]([CH3:22])([CH3:21])[CH2:16][C:17]([CH3:20])([CH3:19])[CH3:18])=[C:24]=[O:23].